From a dataset of NCI-60 drug combinations with 297,098 pairs across 59 cell lines. Regression. Given two drug SMILES strings and cell line genomic features, predict the synergy score measuring deviation from expected non-interaction effect. Cell line: HCT-15. Synergy scores: CSS=35.8, Synergy_ZIP=-3.75, Synergy_Bliss=-0.266, Synergy_Loewe=0.316, Synergy_HSA=0.259. Drug 2: C1CCC(C(C1)N)N.C(=O)(C(=O)[O-])[O-].[Pt+4]. Drug 1: CC1=C2C(C(=O)C3(C(CC4C(C3C(C(C2(C)C)(CC1OC(=O)C(C(C5=CC=CC=C5)NC(=O)OC(C)(C)C)O)O)OC(=O)C6=CC=CC=C6)(CO4)OC(=O)C)O)C)O.